The task is: Predict the reaction yield, written as a fraction of the theoretical maximum amount of product (1.0 means a 100% yield; for example, 0.34 means a 34% yield).. This data is from Reaction yield outcomes from USPTO patents with 853,638 reactions. (1) The reactants are CC1(C)C(C)(C)[O:5][B:4]([C:9]2[CH:10]=[C:11]3[C:17]([C:18]([O:20][CH3:21])=[O:19])=[N:16][N:15]([CH2:22][O:23][CH2:24][CH2:25][Si:26]([CH3:29])([CH3:28])[CH3:27])[C:12]3=[N:13][CH:14]=2)[O:3]1.C([O-])(=O)C.[NH4+].I([O-])(=O)(=O)=O.[Na+]. The catalyst is CC(C)=O.O. The product is [CH3:21][O:20][C:18]([C:17]1[C:11]2[C:12](=[N:13][CH:14]=[C:9]([B:4]([OH:5])[OH:3])[CH:10]=2)[N:15]([CH2:22][O:23][CH2:24][CH2:25][Si:26]([CH3:27])([CH3:29])[CH3:28])[N:16]=1)=[O:19]. The yield is 0.740. (2) The reactants are C([N:8](CC1C=CC=CC=1)[C:9]1[CH:10]=[CH:11][C:12]([CH2:15][N:16]([CH3:20])[CH2:17][CH2:18][OH:19])=[N:13][CH:14]=1)C1C=CC=CC=1.[OH-].[Na+]. The catalyst is S(=O)(=O)(O)O. The product is [NH2:8][C:9]1[CH:10]=[CH:11][C:12]([CH2:15][N:16]([CH3:20])[CH2:17][CH2:18][OH:19])=[N:13][CH:14]=1. The yield is 0.530. (3) The reactants are [O:1]=[C:2]1[N:7]([C:8]2[CH:13]=[CH:12][CH:11]=[CH:10][CH:9]=2)[C:6](=[O:14])[CH2:5][N:4]([C:15]([NH:17][C@H:18]([C@H:31]([C:33]2[C:41]3[C:36](=[CH:37][CH:38]=[CH:39][CH:40]=3)[NH:35][CH:34]=2)[CH3:32])[C:19]([O:21]CC2C=CC(OC)=CC=2)=[O:20])=[O:16])[CH2:3]1. The catalyst is CO.[C].[Pd]. The product is [O:14]=[C:6]1[N:7]([C:8]2[CH:9]=[CH:10][CH:11]=[CH:12][CH:13]=2)[C:2](=[O:1])[CH2:3][N:4]([C:15]([NH:17][C@H:18]([C@H:31]([C:33]2[C:41]3[C:36](=[CH:37][CH:38]=[CH:39][CH:40]=3)[NH:35][CH:34]=2)[CH3:32])[C:19]([OH:21])=[O:20])=[O:16])[CH2:5]1. The yield is 0.520. (4) The reactants are [CH3:1][C:2]1([C:9]([OH:11])=[O:10])[CH2:7][CH2:6][CH2:5][CH2:4][C:3]1=[O:8].[CH3:12][N:13]([C:17]1[CH:22]=[CH:21][CH:20]=[CH:19][N:18]=1)[CH2:14][CH2:15]O.C(N(C(C)C)C(C)C)C. The catalyst is C(Cl)Cl.CCOC(C)=O. The product is [CH3:1][C:2]1([C:9]([O:11][CH2:15][CH2:14][N:13]([CH3:12])[C:17]2[CH:22]=[CH:21][CH:20]=[CH:19][N:18]=2)=[O:10])[CH2:7][CH2:6][CH2:5][CH2:4][C:3]1=[O:8]. The yield is 0.850. (5) The reactants are [Cl:1][C:2]1[C:7]2[CH:8]=[N:9][NH:10][C:6]=2[CH:5]=[C:4]([CH3:11])[N:3]=1.[OH-].[K+].[I:14]I.S(S([O-])=O)([O-])(=O)=O.[Na+].[Na+]. The catalyst is O1CCOCC1. The product is [Cl:1][C:2]1[C:7]2[C:8]([I:14])=[N:9][NH:10][C:6]=2[CH:5]=[C:4]([CH3:11])[N:3]=1. The yield is 0.780.